Dataset: Forward reaction prediction with 1.9M reactions from USPTO patents (1976-2016). Task: Predict the product of the given reaction. (1) Given the reactants Cl.[Br:2][C:3]1[CH:20]=[CH:19][C:6]([CH2:7][N:8]2[CH2:12][CH2:11][C:10]3([CH2:17][CH2:16][NH:15][CH2:14][CH2:13]3)[C:9]2=[O:18])=[CH:5][CH:4]=1.CCN(C(C)C)C(C)C.Cl[CH2:31][CH2:32][C:33]([C:35]1[CH:40]=[CH:39][CH:38]=[CH:37][CH:36]=1)=[O:34].C([O-])(O)=O.[Na+], predict the reaction product. The product is: [Br:2][C:3]1[CH:4]=[CH:5][C:6]([CH2:7][N:8]2[CH2:12][CH2:11][C:10]3([CH2:13][CH2:14][N:15]([CH2:31][CH2:32][C:33](=[O:34])[C:35]4[CH:40]=[CH:39][CH:38]=[CH:37][CH:36]=4)[CH2:16][CH2:17]3)[C:9]2=[O:18])=[CH:19][CH:20]=1. (2) Given the reactants [NH2:1][CH:2]([CH2:29][C:30]1[CH:35]=[CH:34][C:33]([F:36])=[CH:32][CH:31]=1)[C:3]([N:5]1[CH2:10][CH2:9][N:8]([CH:11]([CH2:16][C:17]2[CH:26]=[CH:25][C:24]3[C:19](=[CH:20][CH:21]=[CH:22][CH:23]=3)[CH:18]=2)[C:12]([NH:14][CH3:15])=[O:13])[CH2:7][CH:6]1[CH2:27][CH3:28])=[O:4].CC(OC([N:44]1[C@H:47]([C:48](O)=[O:49])[CH2:46][CH2:45]1)=O)(C)C.CN(C)CCCN=C=NCC.ON1C2C=CC=CC=2N=N1.CN1CCOCC1, predict the reaction product. The product is: [CH2:27]([CH:6]1[CH2:7][N:8]([CH:11]([C:12](=[O:13])[NH:14][CH3:15])[CH2:16][C:17]2[CH:26]=[CH:25][C:24]3[C:19](=[CH:20][CH:21]=[CH:22][CH:23]=3)[CH:18]=2)[CH2:9][CH2:10][N:5]1[C:3](=[O:4])[CH:2]([NH:1][C:48]([CH:47]1[CH2:46][CH2:45][NH:44]1)=[O:49])[CH2:29][C:30]1[CH:35]=[CH:34][C:33]([F:36])=[CH:32][CH:31]=1)[CH3:28]. (3) Given the reactants C(OC([NH:8][CH:9]1[CH2:14][CH2:13][N:12]([C:15]2[CH:41]=[CH:40][C:39]([Cl:42])=[CH:38][C:16]=2[CH2:17][N:18]2[CH2:22][CH:21]3[CH2:23][N:24]([C:26]([O:28][CH:29]([C:34]([F:37])([F:36])[F:35])[C:30]([F:33])([F:32])[F:31])=[O:27])[CH2:25][CH:20]3[CH2:19]2)[CH2:11][CH2:10]1)=O)(C)(C)C.[C:43](O)([C:45](F)(F)F)=[O:44].CCN(C(C)C)C(C)C.C(Cl)(=O)C, predict the reaction product. The product is: [C:43]([NH:8][CH:9]1[CH2:10][CH2:11][N:12]([C:15]2[CH:41]=[CH:40][C:39]([Cl:42])=[CH:38][C:16]=2[CH2:17][N:18]2[CH2:22][CH:21]3[CH2:23][N:24]([C:26]([O:28][CH:29]([C:30]([F:31])([F:33])[F:32])[C:34]([F:35])([F:36])[F:37])=[O:27])[CH2:25][CH:20]3[CH2:19]2)[CH2:13][CH2:14]1)(=[O:44])[CH3:45].